Predict the product of the given reaction. From a dataset of Forward reaction prediction with 1.9M reactions from USPTO patents (1976-2016). (1) Given the reactants [OH:1][CH:2]1[CH2:6][NH:5][CH:4]([CH2:7][N:8]([CH2:24][C:25]([CH3:33])=[CH:26][C:27]2[CH:32]=[CH:31][CH:30]=[CH:29][CH:28]=2)[C:9]([C:11]2[CH:21]=[C:20]([O:22][CH3:23])[C:14]3[O:15][C:16]([CH3:19])([CH3:18])[O:17][C:13]=3[CH:12]=2)=[O:10])[CH2:3]1.[O:34]1[CH2:39][CH2:38][C:37](=O)[CH2:36][CH2:35]1.C(O)(=O)C.C([BH3-])#N.[Na+].Cl, predict the reaction product. The product is: [OH:1][CH:2]1[CH2:6][N:5]([CH:37]2[CH2:38][CH2:39][O:34][CH2:35][CH2:36]2)[CH:4]([CH2:7][N:8]([CH2:24][C:25]([CH3:33])=[CH:26][C:27]2[CH:28]=[CH:29][CH:30]=[CH:31][CH:32]=2)[C:9]([C:11]2[CH:21]=[C:20]([O:22][CH3:23])[C:14]3[O:15][C:16]([CH3:19])([CH3:18])[O:17][C:13]=3[CH:12]=2)=[O:10])[CH2:3]1. (2) Given the reactants [CH3:1][O:2][C:3]1[CH:40]=[C:39]([O:41][CH3:42])[CH:38]=[CH:37][C:4]=1[CH2:5][N:6]1[C@@H:10](/[CH:11]=[C:12](/[Sn](CCCC)(CCCC)CCCC)\[C:13]2[CH:18]=[CH:17][C:16]([C:19]([F:22])([F:21])[F:20])=[CH:15][CH:14]=2)[CH2:9][CH2:8][C:7]1=[O:36].[CH:43]1([O:48][C:49]2[C:50]([O:56][CH3:57])=[N:51][C:52](I)=[CH:53][CH:54]=2)[CH2:47][CH2:46][CH2:45][CH2:44]1.[F-].[Cs+].O, predict the reaction product. The product is: [CH:43]1([O:48][C:49]2[CH:54]=[CH:53][C:52](/[C:12](/[C:13]3[CH:14]=[CH:15][C:16]([C:19]([F:21])([F:22])[F:20])=[CH:17][CH:18]=3)=[CH:11]/[C@@H:10]3[N:6]([CH2:5][C:4]4[CH:37]=[CH:38][C:39]([O:41][CH3:42])=[CH:40][C:3]=4[O:2][CH3:1])[C:7](=[O:36])[CH2:8][CH2:9]3)=[N:51][C:50]=2[O:56][CH3:57])[CH2:44][CH2:45][CH2:46][CH2:47]1. (3) Given the reactants [CH3:1][O:2][C:3]1[CH:8]=[C:7]([O:9][CH3:10])[N:6]=[C:5]([N:11]2[C:20](=[O:21])[C:19]3[C:14](=[CH:15][C:16]([C:22](O)=[O:23])=[CH:17][CH:18]=3)[NH:13][C:12]2=[S:25])[N:4]=1.CN(C(ON1N=NC2C=CC=NC1=2)=[N+](C)C)C.F[P-](F)(F)(F)(F)F.CCN(C(C)C)C(C)C.[CH3:59][N:60]1[CH2:65][CH2:64][CH:63]([NH2:66])[CH2:62][CH2:61]1, predict the reaction product. The product is: [CH3:10][O:9][C:7]1[CH:8]=[C:3]([O:2][CH3:1])[N:4]=[C:5]([N:11]2[C:20](=[O:21])[C:19]3[C:14](=[CH:15][C:16]([C:22]([NH:66][CH:63]4[CH2:64][CH2:65][N:60]([CH3:59])[CH2:61][CH2:62]4)=[O:23])=[CH:17][CH:18]=3)[NH:13][C:12]2=[S:25])[N:6]=1. (4) Given the reactants C([N:3]([CH2:6][CH3:7])[CH2:4]C)C.C1(P(N=[N+]=[N-])(C2C=CC=CC=2)=[O:15])C=CC=CC=1.[S:25]1[C:29]2[CH:30]=C(CC(O)=O)[CH:32]=[CH:33][C:28]=2[N:27]=[CH:26]1.[C:38]([OH:42])([CH3:41])([CH3:40])[CH3:39], predict the reaction product. The product is: [S:25]1[C:29]2[CH:30]=[C:7]([CH2:6][NH:3][C:4](=[O:15])[O:42][C:38]([CH3:41])([CH3:40])[CH3:39])[CH:32]=[CH:33][C:28]=2[N:27]=[CH:26]1. (5) The product is: [Br:9][CH2:8][CH2:7][C:6]1[CH:10]=[CH:11][C:3]([O:2][CH3:1])=[C:4]([N+:12]([O-:14])=[O:13])[CH:5]=1. Given the reactants [CH3:1][O:2][C:3]1[CH:11]=[CH:10][C:6]([CH2:7][CH2:8][Br:9])=[CH:5][CH:4]=1.[N+:12]([O-])([OH:14])=[O:13], predict the reaction product. (6) Given the reactants C(OCC)(=O)C.[N:7]1[CH:12]=[CH:11][CH:10]=[C:9]([CH2:13][CH2:14][CH2:15][OH:16])[CH:8]=1.CS(C)=O, predict the reaction product. The product is: [N:7]1[CH:12]=[CH:11][CH:10]=[C:9]([CH2:13][CH2:14][CH:15]=[O:16])[CH:8]=1.